This data is from KCNQ2 potassium channel screen with 302,405 compounds. The task is: Binary Classification. Given a drug SMILES string, predict its activity (active/inactive) in a high-throughput screening assay against a specified biological target. (1) The molecule is N1CC(N(CC1)CCc1c2c(ccc1)cccc2)CCCC. The result is 0 (inactive). (2) The compound is O=C(C(N1CCCCCC1)NC(=O)c1occc1)c1ccccc1. The result is 0 (inactive). (3) The result is 0 (inactive). The molecule is Fc1cc(NC(=O)CNC(=O)c2cc3nc4n(CCC4)c(=O)c3cc2)ccc1F. (4) The drug is S=C1N(C(c2ccccc2)C)C(=CC(N1)(C)C)C. The result is 0 (inactive). (5) The molecule is Clc1c(cc(OCc2onc(C(=O)N3CCN(CC4CC4)CC3)c2)cc1C)C. The result is 0 (inactive).